Predict the reaction yield, written as a fraction of the theoretical maximum amount of product (1.0 means a 100% yield; for example, 0.34 means a 34% yield). From a dataset of Reaction yield outcomes from USPTO patents with 853,638 reactions. (1) The reactants are [CH3:1][C:2]1[CH:11]=[CH:10][C:9]([N+:12]([O-])=O)=[CH:8][C:3]=1[C:4]([O:6][CH3:7])=[O:5]. The catalyst is CO. The product is [NH2:12][C:9]1[CH:10]=[CH:11][C:2]([CH3:1])=[C:3]([CH:8]=1)[C:4]([O:6][CH3:7])=[O:5]. The yield is 0.970. (2) No catalyst specified. The reactants are [ClH:1].[NH2:2][C:3]1[N:8]=[CH:7][C:6](/[CH:9]=[CH:10]/[C:11]([OH:13])=O)=[CH:5][C:4]=1[CH2:14][N:15]1[CH2:20][CH2:19][O:18][CH2:17][CH2:16]1.Cl.CN1CC2C=C(/C=C/C(O)=O)C=NC=2NC(=O)C1.[CH3:40][NH:41][CH2:42][C:43]1[C:52]2[C:47](=[CH:48][CH:49]=[CH:50][CH:51]=2)[C:46]([CH3:53])=[CH:45][CH:44]=1.CNCC1C=CC2C(=CC=CC=2)C=1CCC. The yield is 0.620. The product is [ClH:1].[NH2:2][C:3]1[N:8]=[CH:7][C:6](/[CH:9]=[CH:10]/[C:11]([N:41]([CH3:40])[CH2:42][C:43]2[C:52]3[C:47](=[CH:48][CH:49]=[CH:50][CH:51]=3)[C:46]([CH3:53])=[CH:45][CH:44]=2)=[O:13])=[CH:5][C:4]=1[CH2:14][N:15]1[CH2:20][CH2:19][O:18][CH2:17][CH2:16]1. (3) The reactants are [Br:1]Br.[C:3]([C:6]1[C:19]2[C:10](=[C:11]3[CH2:22][CH2:21][CH2:20][N:13]4[CH2:14][CH2:15][CH2:16][C:17]([CH:18]=2)=[C:12]34)[O:9][C:8](=[O:23])[CH:7]=1)(=[O:5])[CH3:4].[OH-].[Na+]. The catalyst is CC(O)=O.CC(O)=O.C(Cl)Cl.O. The product is [C:3]([C:6]1[C:19]2[C:10](=[C:11]3[CH2:22][CH2:21][CH2:20][N:13]4[CH2:14][CH2:15][CH2:16][C:17]([CH:18]=2)=[C:12]34)[O:9][C:8](=[O:23])[C:7]=1[Br:1])(=[O:5])[CH3:4]. The yield is 0.990. (4) The reactants are C[O:2][C:3](=[O:33])[CH2:4][C:5]1([N:11]2[C:15]3[CH:16]=[CH:17][CH:18]=[CH:19][C:14]=3[N:13]([CH2:20][CH:21]3[C:29]4[C:24](=[CH:25][CH:26]=[CH:27][C:28]=4[CH3:30])[N:23]([CH3:31])[CH2:22]3)[C:12]2=[O:32])[CH2:10][CH2:9][CH2:8][CH2:7][CH2:6]1. The catalyst is O1CCOCC1.O. The product is [CH3:31][N:23]1[C:24]2[C:29](=[C:28]([CH3:30])[CH:27]=[CH:26][CH:25]=2)[C:21]([CH2:20][N:13]2[C:14]3[CH:19]=[CH:18][CH:17]=[CH:16][C:15]=3[N:11]([C:5]3([CH2:4][C:3]([OH:33])=[O:2])[CH2:10][CH2:9][CH2:8][CH2:7][CH2:6]3)[C:12]2=[O:32])=[CH:22]1. The yield is 0.680.